Dataset: Experimentally validated miRNA-target interactions with 360,000+ pairs, plus equal number of negative samples. Task: Binary Classification. Given a miRNA mature sequence and a target amino acid sequence, predict their likelihood of interaction. (1) The miRNA is mmu-miR-672-3p with sequence ACACACAGUCACUAUCUUCGA. The protein sequence of the target gene is MAAACRSEAGLLPSLLCRRPAGAQLLRVALCLLCWVPAAVDAVPELGLWTRTVNDKSGPLVFRKTMFNSTEIKFSVKSFSCSGPVKFTIEWHLKYHTCHNDYPDLEEELSQRHELHADPDVCAYFKNIDCWTTKSENLDCSSDSQAFPSLNNKELTGIRNISSQEGSTDVVARTQKDGFHIFIVSIKTEKTDAVWDLNVSLSMVGPHGYISASDWPLMIFYMVMCIVYILYGVLWLLWSACYWKDILRIQFWIAAVIFLGMLEKAVFYSEYQNINSTGLSTQGLLIFAELISAVKRTLAR.... Result: 0 (no interaction). (2) The miRNA is hsa-miR-148b-5p with sequence AAGUUCUGUUAUACACUCAGGC. The protein sequence of the target gene is MATAATIPSVATATAAALGEVEDEGLLASLFRDRFPEAQWRERPDVGRYLRELSGSGLERLRREPERLAEERAQLLQQTRDLAFANYKTFIRGAECTERIHRLFGDVEASLGRLLDRLPSFQQSCRNFVKEAEEISSNRRMNSLTLNRHTEILEILEIPQLMDTCVRNSYYEEALELAAYVRRLERKYSSIPVIQGIVNEVRQSMQLMLSQLIQQLRTNIQLPACLRVIGYLRRMDVFTEAELRVKFLQARDAWLRSILTAIPNDDPYFHITKTIEASRVHLFDIITQYRAIFSDEDPLL.... Result: 0 (no interaction). (3) The miRNA is hsa-miR-324-5p with sequence CGCAUCCCCUAGGGCAUUGGUG. Result: 1 (interaction). The protein sequence of the target gene is MSRRYDSRTTIFSPEGRLYQVEYAMEAIGHAGTCLGILANDGVLLAAERRNIHKLLDEVFFSEKIYKLNEDMACSVAGITSDANVLTNELRLIAQRYLLQYQEPIPCEQLVTALCDIKQAYTQFGGKRPFGVSLLYIGWDKHYGFQLYQSDPSGNYGGWKATCIGNNSAAAVSMLKQDYKEGEMTLKSALALAIKVLNKTMDVSKLSAEKVEIATLTRENGKTVIRVLKQKEVEQLIKKHEEEEAKAEREKKEKEQKEKDK. (4) The miRNA is hsa-miR-3667-5p with sequence AAAGACCCAUUGAGGAGAAGGU. The protein sequence of the target gene is MVCIPCIVIPVLLWIYKKFLEPYIYPLVSPFVSRIWPKKAIQESNDTNKGKVNFKGADMNGLPTKGPTEICDKKKD. Result: 1 (interaction). (5) The miRNA is hsa-miR-494-3p with sequence UGAAACAUACACGGGAAACCUC. The protein sequence of the target gene is MAPRPPTAAPQESVTFKDVSVDFTQEEWYHVDPAQRSLYRDVMLENYSHLVSLGYQVSKPEVIFKLEQGEEPWISEGEIQRPFYPDWKTRPEVKSSHLQQDVSEVSHCTHDLLHATLEDSWDVSSQLDRQQENWKRHLGSEASTQKKIITPQENFEQNKFGENSRLNTNLVTQLNIPARIRPSECETLGSNLGHNADLLNENNILAKKKPYKCDKCRKAFIHRSSLTKHEKTHKGEGAFPNGTDQGIYPGKKHHECTDCGKTFLWKTQLTEHQRIHTGEKPFECNVCGKAFRHSSSLGQH.... Result: 0 (no interaction). (6) The miRNA is mmu-miR-135a-2-3p with sequence UGUAGGGAUGGAAGCCAUGAA. The protein sequence of the target gene is MQRYWRFQDNKIQDICFGVLGESWIQRPVMARYYSEGQSLQQDDSFIEGVSDQVLVAVVVSLALTATLLYALLRNVQQNIHPENQELVRVLREQFQTEQDVPAPARQQFYTEMYCPICLHQASFPVETNCGHLFCGSCIIAYWRYGSWLGAISCPICRQTVTLLLTVFGEDDQSQDVIRLRQDVNDYNRRFSGQPRSIMERIMDLPTLLRHAFREVFSVGGLFWMFRIRIMLCLMGAFFYLISPLDFVPEALFGILGFLDDFFVIFLLLIYISIMYREVITQRLTR. Result: 0 (no interaction). (7) The miRNA is hsa-miR-4724-5p with sequence AACUGAACCAGGAGUGAGCUUCG. The protein sequence of the target gene is MSSACDAGDHYPLHLLVWKNDYRQLEKELQGQNVEAVDPRGRTLLHLAVSLGHLESARVLLRHKADVTKENRQGWTVLHEAVSTGDPEMVYTVLQHRDYHNTSMALEGVPELLQKILEAPDFYVQMKWEFTSWVPLVSRICPNDVCRIWKSGAKLRVDITLLGFENMSWIRGRRSFIFKGEDNWAELMEVNHDDKVVTTERFDLSQEMERLTLDLMKPKSREVERRLTSPVINTSLDTKNIAFERTKSGFWGWRTDKAEVVNGYEAKVYTVNNVNVITKIRTEHLTEEEKKRYKADRNPL.... Result: 0 (no interaction).